Dataset: Peptide-MHC class II binding affinity with 134,281 pairs from IEDB. Task: Regression. Given a peptide amino acid sequence and an MHC pseudo amino acid sequence, predict their binding affinity value. This is MHC class II binding data. (1) The peptide sequence is GAVFLGFLGAAGSTMG. The MHC is H-2-IAd with pseudo-sequence H-2-IAd. The binding affinity (normalized) is 0.397. (2) The peptide sequence is EGKIILVAVHVASGYIE. The MHC is HLA-DPA10201-DPB11401 with pseudo-sequence HLA-DPA10201-DPB11401. The binding affinity (normalized) is 0.333. (3) The peptide sequence is DEYVEQVAQYKALPV. The MHC is HLA-DQA10501-DQB10301 with pseudo-sequence HLA-DQA10501-DQB10301. The binding affinity (normalized) is 0.207. (4) The peptide sequence is WEALKYLWNLLQYWGQELK. The MHC is HLA-DQA10301-DQB10302 with pseudo-sequence HLA-DQA10301-DQB10302. The binding affinity (normalized) is 0.0693. (5) The peptide sequence is EKKYFAATQFCPLAA. The MHC is DRB1_1001 with pseudo-sequence DRB1_1001. The binding affinity (normalized) is 0.766. (6) The peptide sequence is VTANRAELKALIASN. The MHC is DRB1_0301 with pseudo-sequence DRB1_0301. The binding affinity (normalized) is 0.199.